From a dataset of Reaction yield outcomes from USPTO patents with 853,638 reactions. Predict the reaction yield, written as a fraction of the theoretical maximum amount of product (1.0 means a 100% yield; for example, 0.34 means a 34% yield). (1) The reactants are [F:1][C:2]1[C:7]([F:8])=[CH:6][CH:5]=[CH:4][C:3]=1[C:9]1[CH:17]=[CH:16][CH:15]=[C:14]2[C:10]=1[CH:11]=[CH:12][NH:13]2.C([OH:22])(C)(C)C.C(O)(=O)C.[Br-].[Br-].[Br-].[NH+]1C=CC=CC=1.[NH+]1C=CC=CC=1.[NH+]1C=CC=CC=1. The catalyst is C(O)C.[Zn]. The product is [F:1][C:2]1[C:7]([F:8])=[CH:6][CH:5]=[CH:4][C:3]=1[C:9]1[CH:17]=[CH:16][CH:15]=[C:14]2[C:10]=1[CH2:11][C:12](=[O:22])[NH:13]2. The yield is 0.970. (2) The reactants are [NH:1]1[C:5]([C@@H:6]([C:8]2[CH:13]=[CH:12][C:11]([NH:14][C:15]3[S:16][CH:17]=[C:18]([C:20]([F:23])([F:22])[F:21])[N:19]=3)=[CH:10][CH:9]=2)[CH3:7])=[CH:4][N:3]=[N:2]1.CC[O:26]C(C)=O. No catalyst specified. The product is [F:22][C:20]([F:23])([F:21])[C:18]1[N:19]=[C:15]([NH:14][C:11]2[CH:12]=[CH:13][C:8]([C@H:6]([C:5]3[N:1]([OH:26])[N:2]=[N:3][CH:4]=3)[CH3:7])=[CH:9][CH:10]=2)[S:16][CH:17]=1. The yield is 0.400. (3) The reactants are C(OC(=O)[NH:7][C:8]1[C:17]2[C:12](=[CH:13][CH:14]=[CH:15][CH:16]=2)[CH:11]=[C:10]([F:18])[CH:9]=1)(C)(C)C. The catalyst is ClCCl.FC(F)(F)C(O)=O.C(OCC)C. The product is [F:18][C:10]1[CH:9]=[C:8]([NH2:7])[C:17]2[C:12]([CH:11]=1)=[CH:13][CH:14]=[CH:15][CH:16]=2. The yield is 0.330. (4) The reactants are [C:1]([O:5][C:6]([N:8]1[CH2:13][CH2:12][C:11]([CH:17]([C:19]2[N:20]([S:29]([C:32]3[CH:37]=[CH:36][CH:35]=[CH:34][CH:33]=3)(=[O:31])=[O:30])[C:21]3[C:26]([CH:27]=2)=[CH:25][C:24]([F:28])=[CH:23][CH:22]=3)[OH:18])([CH2:14][CH2:15][CH3:16])[CH2:10][CH2:9]1)=[O:7])([CH3:4])([CH3:3])[CH3:2].CC(OI1(OC(C)=O)(OC(C)=O)OC(=O)C2C=CC=CC1=2)=O. The catalyst is ClCCl. The product is [C:1]([O:5][C:6]([N:8]1[CH2:9][CH2:10][C:11]([C:17]([C:19]2[N:20]([S:29]([C:32]3[CH:33]=[CH:34][CH:35]=[CH:36][CH:37]=3)(=[O:31])=[O:30])[C:21]3[C:26]([CH:27]=2)=[CH:25][C:24]([F:28])=[CH:23][CH:22]=3)=[O:18])([CH2:14][CH2:15][CH3:16])[CH2:12][CH2:13]1)=[O:7])([CH3:2])([CH3:3])[CH3:4]. The yield is 0.950. (5) The reactants are [N:1]1[CH:6]=[CH:5][CH:4]=[CH:3][C:2]=1[C:7]1[CH:16]=[CH:15][C:14]2[C:9](=[CH:10][CH:11]=[CH:12][CH:13]=2)[N:8]=1.C(C1CC(C(OCC)=O)=C(C)NC=1C)(OCC)=O.P(O)(OC1C=CC=CC=1)(OC1C=CC=CC=1)=O.C1(C2C=CC3C(=CC=CC=3)N=2)C=CC=CC=1. The catalyst is C1C=CC=CC=1. The product is [N:1]1[CH:6]=[CH:5][CH:4]=[CH:3][C:2]=1[CH:7]1[CH2:16][CH2:15][C:14]2[C:9](=[CH:10][CH:11]=[CH:12][CH:13]=2)[NH:8]1. The yield is 0.940. (6) The reactants are Cl[C:2]1[N:9]=[C:8]([Cl:10])[CH:7]=[CH:6][C:3]=1[C:4]#[N:5].[F:11][C:12]1[CH:17]=C[C:15](CN)=[CH:14][CH:13]=1.C([N:22]([CH2:25][CH3:26])CC)C. The catalyst is CN1C(=O)CCC1.O. The yield is 0.800. The product is [Cl:10][C:8]1[CH:7]=[CH:6][C:3]([C:4]#[N:5])=[C:2]([NH:22][CH2:25][C:26]2[CH:15]=[CH:14][CH:13]=[C:12]([F:11])[CH:17]=2)[N:9]=1. (7) The reactants are [O:1]=[C:2]([NH:8][C:9]1[CH:14]=[CH:13][CH:12]=[C:11]([C:15]([F:18])([F:17])[F:16])[CH:10]=1)[CH2:3][C:4]([O:6]C)=[O:5].C[O-].[Na+].CO.CO/[CH:26]=[CH:27]/[C:28](=O)[CH3:29].[OH-].[Na+].Cl. The catalyst is C(O)C.O. The product is [CH3:26][C:27]1[N:8]([C:9]2[CH:14]=[CH:13][CH:12]=[C:11]([C:15]([F:18])([F:17])[F:16])[CH:10]=2)[C:2](=[O:1])[C:3]([C:4]([OH:6])=[O:5])=[CH:29][CH:28]=1. The yield is 0.630. (8) The reactants are [Cl:1][C:2]1[CH:7]=[CH:6][CH:5]=[CH:4][C:3]=1/[CH:8]=[CH:9]/[CH3:10].CC[C@H]1[C@H]2C[C@H]([C@H](OC3C4C(=CC=CC=4)C(O[C@H](C4C=CN=C5C=4C=C(OC)C=C5)[C@@H]4N5C[C@H](CC)[C@@H](CC5)C4)=NN=3)C3C=CN=C4C=3C=C([O:32]C)C=C4)N(CC2)C1.CS(N)(=O)=O.CC(O)(C)C.[OH2:79]. No catalyst specified. The product is [Cl:1][C:2]1[CH:7]=[CH:6][CH:5]=[CH:4][C:3]=1[C@@H:8]([OH:32])[C@H:9]([OH:79])[CH3:10]. The yield is 0.900. (9) The reactants are I([O-])(=O)(=O)=O.[Na+].[O:7]([CH2:14][CH:15]([OH:18])CO)[C:8]1[CH:13]=[CH:12][CH:11]=[CH:10][CH:9]=1. The catalyst is ClCCl. The product is [O:7]([CH2:14][CH:15]=[O:18])[C:8]1[CH:13]=[CH:12][CH:11]=[CH:10][CH:9]=1. The yield is 1.00. (10) The reactants are [C:1]([C:4]1[CH:5]=[C:6]([C:22]([O:24][CH3:25])=[O:23])[CH:7]=[C:8]2[C:13]=1[O:12][C:11]([N:14]1[CH2:19][CH2:18][O:17][C@H:16]([CH3:20])[CH2:15]1)=[CH:10][C:9]2=[O:21])(=[O:3])[CH3:2].C(Cl)Cl.[BH4-].[Na+]. The catalyst is CO. The product is [OH:3][CH:1]([C:4]1[CH:5]=[C:6]([C:22]([O:24][CH3:25])=[O:23])[CH:7]=[C:8]2[C:13]=1[O:12][C:11]([N:14]1[CH2:19][CH2:18][O:17][C@H:16]([CH3:20])[CH2:15]1)=[CH:10][C:9]2=[O:21])[CH3:2]. The yield is 0.860.